This data is from Reaction yield outcomes from USPTO patents with 853,638 reactions. The task is: Predict the reaction yield, written as a fraction of the theoretical maximum amount of product (1.0 means a 100% yield; for example, 0.34 means a 34% yield). (1) The reactants are [Cl:1][C:2]1[C:7]([C:8]2(O)[CH2:11][O:10][CH2:9]2)=[CH:6][N:5]=[C:4]([C:13]#[N:14])[CH:3]=1.CCN(S(F)(F)[F:21])CC. The catalyst is ClCCl. The product is [Cl:1][C:2]1[C:7]([C:8]2([F:21])[CH2:11][O:10][CH2:9]2)=[CH:6][N:5]=[C:4]([C:13]#[N:14])[CH:3]=1. The yield is 0.900. (2) The reactants are [CH3:1][O:2][C:3]([C@@H:5]1[CH2:11][CH2:10][C@@H:9]2[CH2:12][C@H:6]1[C:7](=[O:13])[O:8]2)=[O:4].[CH2:14](O)[C:15]1[CH:20]=[CH:19][CH:18]=[CH:17][CH:16]=1.C([O-])([O-])=[O:23].[K+].[K+].O. The catalyst is CN(C=O)C. The product is [CH3:1][O:2][C:3]([C@@H:5]1[CH2:11][CH2:10][C@@H:9]([OH:8])[CH2:12][C@H:6]1[C:7]([O:13][CH2:14][C:15]1[CH:20]=[CH:19][CH:18]=[CH:17][CH:16]=1)=[O:23])=[O:4]. The yield is 0.700. (3) The reactants are [C:1]([C:5]1[CH:10]=[CH:9][C:8]([N:11]2[C@H:15]([C:16]3[CH:21]=[CH:20][C:19]([NH:22][C:23]([C@@H:25]4[CH2:29][CH2:28][CH2:27][N:26]4[C:30](=[O:40])[C@@H:31]([NH:35][C:36]([O:38][CH3:39])=[O:37])[CH:32]([CH3:34])[CH3:33])=[O:24])=[CH:18][CH:17]=3)[CH2:14][CH2:13][C@H:12]2[C:41]2[CH:46]=[CH:45][C:44]([NH:47][C:48]([C@@H:50]3[CH2:54][CH2:53][CH2:52][N:51]3[C:55](OC(C)(C)C)=[O:56])=[O:49])=[CH:43][CH:42]=2)=[CH:7][CH:6]=1)([CH3:4])([CH3:3])[CH3:2].[C:62](O)(C(F)(F)F)=[O:63].[C:69]([O:73][C:74]([N:76]1[CH2:80][CH2:79][CH2:78][C@H]1C(O)=O)=[O:75])(C)(C)C. The catalyst is C(Cl)Cl. The product is [C:1]([C:5]1[CH:10]=[CH:9][C:8]([N:11]2[C@H:15]([C:16]3[CH:17]=[CH:18][C:19]([NH:22][C:23]([C@@H:25]4[CH2:29][CH2:28][CH2:27][N:26]4[C:30](=[O:40])[C@@H:31]([NH:35][C:36]([O:38][CH3:39])=[O:37])[CH:32]([CH3:34])[CH3:33])=[O:24])=[CH:20][CH:21]=3)[CH2:14][CH2:13][C@H:12]2[C:41]2[CH:42]=[CH:43][C:44]([NH:47][C:48]([C@@H:50]3[CH2:54][CH2:53][CH2:52][N:51]3[C:55](=[O:56])[C@@H:80]([NH:76][C:74](=[O:75])[O:73][CH3:69])[C@H:79]([O:63][CH3:62])[CH3:78])=[O:49])=[CH:45][CH:46]=2)=[CH:7][CH:6]=1)([CH3:2])([CH3:3])[CH3:4]. The yield is 0.520. (4) The reactants are [O:1]1[C:5]2[CH:6]=[CH:7][C:8]([C:10]3([C:13]([NH:15][C:16]4[CH:21]=[CH:20][C:19]([CH3:22])=[C:18](Br)[CH:17]=4)=[O:14])[CH2:12][CH2:11]3)=[CH:9][C:4]=2[O:3][CH2:2]1.B([C:27]1[CH:35]=[CH:34][C:30]([C:31]([OH:33])=[O:32])=[CH:29][CH:28]=1)(O)O.C([O-])([O-])=O.[K+].[K+]. The catalyst is CN(C=O)C. The product is [O:1]1[C:5]2[CH:6]=[CH:7][C:8]([C:10]3([C:13]([NH:15][C:16]4[CH:21]=[CH:20][C:19]([CH3:22])=[C:18]([C:27]5[CH:35]=[CH:34][C:30]([C:31]([OH:33])=[O:32])=[CH:29][CH:28]=5)[CH:17]=4)=[O:14])[CH2:12][CH2:11]3)=[CH:9][C:4]=2[O:3][CH2:2]1. The yield is 0.980.